Dataset: Reaction yield outcomes from USPTO patents with 853,638 reactions. Task: Predict the reaction yield, written as a fraction of the theoretical maximum amount of product (1.0 means a 100% yield; for example, 0.34 means a 34% yield). (1) The reactants are C([O:3][C:4]([C:6]1[N:7]([CH3:17])[N:8]=[C:9]([C:11]2[CH:16]=[CH:15][CH:14]=[CH:13][CH:12]=2)[CH:10]=1)=[O:5])C.CO.O.[OH-].[Li+].Cl. The catalyst is O1CCCC1.O. The product is [CH3:17][N:7]1[C:6]([C:4]([OH:5])=[O:3])=[CH:10][C:9]([C:11]2[CH:16]=[CH:15][CH:14]=[CH:13][CH:12]=2)=[N:8]1. The yield is 1.00. (2) The reactants are [F:1][C:2]([F:15])([F:14])[C:3]1[CH:8]=[CH:7][C:6]([CH:9](O)[CH2:10][CH2:11][CH3:12])=[CH:5][CH:4]=1.C1(P([N:30]=[N+:31]=[N-:32])(C2C=CC=CC=2)=O)C=CC=CC=1.C1CCN2C(=NCCC2)CC1. The catalyst is C1COCC1.CCOCC.O. The product is [N:30]([CH:9]([C:6]1[CH:7]=[CH:8][C:3]([C:2]([F:15])([F:14])[F:1])=[CH:4][CH:5]=1)[CH2:10][CH2:11][CH3:12])=[N+:31]=[N-:32]. The yield is 0.540. (3) The reactants are Cl.[CH2:2]([C:6]1[NH:10][C:9](=[O:11])[C:8]2([CH2:15][CH2:14][CH2:13][CH2:12]2)[N:7]=1)[CH2:3][CH2:4][CH3:5].CN(C)C=O.[OH-].[Na+].Br[CH2:24][C:25]1[CH:30]=[CH:29][C:28]([C:31]2[CH:36]=[CH:35][CH:34]=[CH:33][C:32]=2[C:37]#[N:38])=[CH:27][CH:26]=1. The catalyst is O.C(OC)(C)(C)C. The product is [CH2:2]([C:6]1[N:10]([CH2:24][C:25]2[CH:26]=[CH:27][C:28]([C:31]3[CH:36]=[CH:35][CH:34]=[CH:33][C:32]=3[C:37]#[N:38])=[CH:29][CH:30]=2)[C:9](=[O:11])[C:8]2([CH2:15][CH2:14][CH2:13][CH2:12]2)[N:7]=1)[CH2:3][CH2:4][CH3:5]. The yield is 0.860. (4) The reactants are [OH-].[Li+].[C:3]1([S:13]([N:16]2[CH2:21][CH2:20][CH2:19][CH2:18][CH:17]2[CH2:22][CH2:23][CH2:24][C:25]([O:27]C)=[O:26])(=[O:15])=[O:14])[C:12]2[C:7](=[CH:8][CH:9]=[CH:10][CH:11]=2)[CH:6]=[CH:5][CH:4]=1. The catalyst is CO.O. The product is [C:3]1([S:13]([N:16]2[CH2:21][CH2:20][CH2:19][CH2:18][CH:17]2[CH2:22][CH2:23][CH2:24][C:25]([OH:27])=[O:26])(=[O:15])=[O:14])[C:12]2[C:7](=[CH:8][CH:9]=[CH:10][CH:11]=2)[CH:6]=[CH:5][CH:4]=1. The yield is 0.910. (5) The reactants are [CH2:1]([CH:3]([N:6]1[C:14]2[N:13]3[N:15]=[C:16]([CH3:27])[C:17]([C:18]4[C:23]([CH3:24])=[CH:22][C:21]([CH3:25])=[CH:20][C:19]=4[CH3:26])=[C:12]3[N:11]=[C:10]([CH3:28])[C:9]=2[CH2:8][CH2:7]1)[CH2:4][CH3:5])[CH3:2].O. The catalyst is CN1CCCC1=O. The product is [CH2:1]([CH:3]([N:6]1[C:14]2[N:13]3[N:15]=[C:16]([CH3:27])[C:17]([C:18]4[C:23]([CH3:24])=[CH:22][C:21]([CH3:25])=[CH:20][C:19]=4[CH3:26])=[C:12]3[N:11]=[C:10]([CH3:28])[C:9]=2[CH:8]=[CH:7]1)[CH2:4][CH3:5])[CH3:2]. The yield is 0.360. (6) The reactants are Br[C:2]1[CH:3]=[C:4]([N:22]([CH2:29][CH3:30])[CH:23]2[CH2:28][CH2:27][O:26][CH2:25][CH2:24]2)[C:5]([CH3:21])=[C:6]([CH:20]=1)[C:7]([NH:9][CH2:10][C:11]1[C:12](=[O:19])[NH:13][C:14]([CH3:18])=[CH:15][C:16]=1[CH3:17])=[O:8].[CH:31]([C:33]1[CH:38]=[CH:37][C:36](B(O)O)=[CH:35][CH:34]=1)=[O:32].C([O-])([O-])=O.[Na+].[Na+]. The catalyst is O1CCOCC1.O.O.C1C=CC([P]([Pd]([P](C2C=CC=CC=2)(C2C=CC=CC=2)C2C=CC=CC=2)([P](C2C=CC=CC=2)(C2C=CC=CC=2)C2C=CC=CC=2)[P](C2C=CC=CC=2)(C2C=CC=CC=2)C2C=CC=CC=2)(C2C=CC=CC=2)C2C=CC=CC=2)=CC=1. The product is [CH3:17][C:16]1[CH:15]=[C:14]([CH3:18])[NH:13][C:12](=[O:19])[C:11]=1[CH2:10][NH:9][C:7]([C:6]1[CH:20]=[C:2]([C:36]2[CH:37]=[CH:38][C:33]([CH:31]=[O:32])=[CH:34][CH:35]=2)[CH:3]=[C:4]([N:22]([CH2:29][CH3:30])[CH:23]2[CH2:28][CH2:27][O:26][CH2:25][CH2:24]2)[C:5]=1[CH3:21])=[O:8]. The yield is 0.660.